This data is from NCI-60 drug combinations with 297,098 pairs across 59 cell lines. The task is: Regression. Given two drug SMILES strings and cell line genomic features, predict the synergy score measuring deviation from expected non-interaction effect. Drug 1: CN1CCC(CC1)COC2=C(C=C3C(=C2)N=CN=C3NC4=C(C=C(C=C4)Br)F)OC. Drug 2: C1=NC2=C(N1)C(=S)N=C(N2)N. Cell line: NCI-H522. Synergy scores: CSS=36.8, Synergy_ZIP=-5.66, Synergy_Bliss=-0.0970, Synergy_Loewe=-2.16, Synergy_HSA=2.26.